The task is: Predict the product of the given reaction.. This data is from Forward reaction prediction with 1.9M reactions from USPTO patents (1976-2016). Given the reactants Br[C:2]1[S:6][C:5]([CH2:7][O:8][C:9]2[C:10]([F:19])=[C:11]([C:15]([F:18])=[CH:16][CH:17]=2)[C:12]([NH2:14])=[O:13])=[N:4][C:3]=1[C:20]1[CH:25]=[CH:24][C:23]([O:26][CH3:27])=[CH:22][CH:21]=1.[C:28]([Cu])#[N:29].Cl, predict the reaction product. The product is: [C:28]([C:2]1[S:6][C:5]([CH2:7][O:8][C:9]2[C:10]([F:19])=[C:11]([C:15]([F:18])=[CH:16][CH:17]=2)[C:12]([NH2:14])=[O:13])=[N:4][C:3]=1[C:20]1[CH:25]=[CH:24][C:23]([O:26][CH3:27])=[CH:22][CH:21]=1)#[N:29].